The task is: Regression. Given two drug SMILES strings and cell line genomic features, predict the synergy score measuring deviation from expected non-interaction effect.. This data is from NCI-60 drug combinations with 297,098 pairs across 59 cell lines. (1) Drug 1: CNC(=O)C1=CC=CC=C1SC2=CC3=C(C=C2)C(=NN3)C=CC4=CC=CC=N4. Drug 2: CC(C)CN1C=NC2=C1C3=CC=CC=C3N=C2N. Cell line: NCI-H522. Synergy scores: CSS=1.70, Synergy_ZIP=-1.68, Synergy_Bliss=-3.92, Synergy_Loewe=-8.44, Synergy_HSA=-5.44. (2) Drug 1: CC12CCC(CC1=CCC3C2CCC4(C3CC=C4C5=CN=CC=C5)C)O. Drug 2: C1=CC(=CC=C1CCC2=CNC3=C2C(=O)NC(=N3)N)C(=O)NC(CCC(=O)O)C(=O)O. Cell line: SF-268. Synergy scores: CSS=17.0, Synergy_ZIP=-4.46, Synergy_Bliss=0.0242, Synergy_Loewe=-18.4, Synergy_HSA=-0.494. (3) Drug 1: C1CC(C1)(C(=O)O)C(=O)O.[NH2-].[NH2-].[Pt+2]. Drug 2: CCN(CC)CCNC(=O)C1=C(NC(=C1C)C=C2C3=C(C=CC(=C3)F)NC2=O)C. Cell line: RXF 393. Synergy scores: CSS=-12.0, Synergy_ZIP=7.54, Synergy_Bliss=5.53, Synergy_Loewe=-3.31, Synergy_HSA=-10.6. (4) Drug 1: C1=CC(=CC=C1CCC2=CNC3=C2C(=O)NC(=N3)N)C(=O)NC(CCC(=O)O)C(=O)O. Drug 2: CCCCCOC(=O)NC1=NC(=O)N(C=C1F)C2C(C(C(O2)C)O)O. Cell line: MDA-MB-231. Synergy scores: CSS=7.74, Synergy_ZIP=-7.57, Synergy_Bliss=-9.52, Synergy_Loewe=-22.5, Synergy_HSA=-7.65. (5) Drug 1: CC1=C(C(=CC=C1)Cl)NC(=O)C2=CN=C(S2)NC3=CC(=NC(=N3)C)N4CCN(CC4)CCO. Drug 2: C1=CN(C=N1)CC(O)(P(=O)(O)O)P(=O)(O)O. Cell line: K-562. Synergy scores: CSS=80.1, Synergy_ZIP=1.12, Synergy_Bliss=0.315, Synergy_Loewe=-3.03, Synergy_HSA=0.421. (6) Drug 1: CNC(=O)C1=CC=CC=C1SC2=CC3=C(C=C2)C(=NN3)C=CC4=CC=CC=N4. Drug 2: B(C(CC(C)C)NC(=O)C(CC1=CC=CC=C1)NC(=O)C2=NC=CN=C2)(O)O. Cell line: NCI-H522. Synergy scores: CSS=17.2, Synergy_ZIP=1.83, Synergy_Bliss=5.52, Synergy_Loewe=7.84, Synergy_HSA=6.48. (7) Drug 1: CN1CCC(CC1)COC2=C(C=C3C(=C2)N=CN=C3NC4=C(C=C(C=C4)Br)F)OC. Drug 2: CC12CCC3C(C1CCC2OP(=O)(O)O)CCC4=C3C=CC(=C4)OC(=O)N(CCCl)CCCl.[Na+]. Cell line: MALME-3M. Synergy scores: CSS=1.31, Synergy_ZIP=-2.61, Synergy_Bliss=-3.76, Synergy_Loewe=-6.84, Synergy_HSA=-5.09. (8) Drug 1: C1=NC2=C(N1)C(=S)N=CN2. Drug 2: CN(C(=O)NC(C=O)C(C(C(CO)O)O)O)N=O. Cell line: CAKI-1. Synergy scores: CSS=25.7, Synergy_ZIP=-1.78, Synergy_Bliss=-4.34, Synergy_Loewe=-38.6, Synergy_HSA=-4.69. (9) Drug 1: CCC1(CC2CC(C3=C(CCN(C2)C1)C4=CC=CC=C4N3)(C5=C(C=C6C(=C5)C78CCN9C7C(C=CC9)(C(C(C8N6C=O)(C(=O)OC)O)OC(=O)C)CC)OC)C(=O)OC)O.OS(=O)(=O)O. Drug 2: CC1=C(C(CCC1)(C)C)C=CC(=CC=CC(=CC(=O)O)C)C. Cell line: SW-620. Synergy scores: CSS=3.84, Synergy_ZIP=0.0872, Synergy_Bliss=1.79, Synergy_Loewe=-15.8, Synergy_HSA=-3.52.